Dataset: Forward reaction prediction with 1.9M reactions from USPTO patents (1976-2016). Task: Predict the product of the given reaction. (1) The product is: [CH2:1]([C:8]1[CH:9]=[C:10]([C:22]2[CH:27]=[CH:26][C:25]([CH2:28][CH2:29][C:30]#[N:31])=[CH:24][C:23]=2[CH2:32][CH:33]([CH3:35])[CH3:34])[CH:11]=[CH:12][C:13]=1[C:47]1[CH:46]=[CH:45][C:44]([O:63][CH3:60])=[C:43]([CH2:36][C:37]2[CH:42]=[CH:41][CH:40]=[CH:39][CH:38]=2)[CH:48]=1)[C:2]1[CH:7]=[CH:6][CH:5]=[CH:4][CH:3]=1. Given the reactants [CH2:1]([C:8]1[CH:9]=[C:10]([C:22]2[CH:27]=[CH:26][C:25]([CH2:28][CH2:29][C:30]#[N:31])=[CH:24][C:23]=2[CH2:32][CH:33]([CH3:35])[CH3:34])[CH:11]=[CH:12][C:13]=1OS(C(F)(F)F)(=O)=O)[C:2]1[CH:7]=[CH:6][CH:5]=[CH:4][CH:3]=1.[CH2:36]([C:43]1[CH:44]=[C:45](B2OC(C)(C)C(C)(C)O2)[CH:46]=[CH:47][C:48]=1OC)[C:37]1[CH:42]=[CH:41][CH:40]=[CH:39][CH:38]=1.[C:60]([O-:63])([O-])=O.[Na+].[Na+], predict the reaction product. (2) Given the reactants Br[CH2:2][CH2:3][CH2:4][N:5]1[C:9]2[CH:10]=[CH:11][CH:12]=[CH:13][C:8]=2[N:7]([C:14]2[C:23]3[C:18](=[CH:19][CH:20]=[CH:21][CH:22]=3)[CH:17]=[CH:16][CH:15]=2)[S:6]1(=[O:25])=[O:24].[CH3:26][NH2:27], predict the reaction product. The product is: [CH3:26][NH:27][CH2:2][CH2:3][CH2:4][N:5]1[C:9]2[CH:10]=[CH:11][CH:12]=[CH:13][C:8]=2[N:7]([C:14]2[C:23]3[C:18](=[CH:19][CH:20]=[CH:21][CH:22]=3)[CH:17]=[CH:16][CH:15]=2)[S:6]1(=[O:25])=[O:24]. (3) Given the reactants [B]1OC2C(=CC=CC=2)O1.B1(C)OC(C2C=CC=CC=2)(C2C=CC=CC=2)[C@@H]2N1CCC2.[Cl:31][C:32]1[CH:33]=[C:34]([CH:50]=[CH:51][CH:52]=1)[C:35]([C@@H:37]1[CH2:42][CH2:41][CH2:40][N:39]([C:43]([O:45][C:46]([CH3:49])([CH3:48])[CH3:47])=[O:44])[CH2:38]1)=[O:36], predict the reaction product. The product is: [Cl:31][C:32]1[CH:33]=[C:34]([C@H:35]([OH:36])[C@@H:37]2[CH2:42][CH2:41][CH2:40][N:39]([C:43]([O:45][C:46]([CH3:48])([CH3:47])[CH3:49])=[O:44])[CH2:38]2)[CH:50]=[CH:51][CH:52]=1.[Cl:31][C:32]1[CH:33]=[C:34]([C@@H:35]([OH:36])[C@@H:37]2[CH2:42][CH2:41][CH2:40][N:39]([C:43]([O:45][C:46]([CH3:48])([CH3:47])[CH3:49])=[O:44])[CH2:38]2)[CH:50]=[CH:51][CH:52]=1. (4) Given the reactants Cl[C:2]1[N:7]=[C:6]([Cl:8])[C:5]([CH3:9])=[CH:4][N:3]=1.[NH:10]1[CH2:15][CH2:14][CH:13]([C:16]([NH2:18])=[O:17])[CH2:12][CH2:11]1, predict the reaction product. The product is: [Cl:8][C:6]1[C:5]([CH3:9])=[CH:4][N:3]=[C:2]([N:10]2[CH2:15][CH2:14][CH:13]([C:16]([NH2:18])=[O:17])[CH2:12][CH2:11]2)[N:7]=1. (5) Given the reactants [NH2:1][C:2]1[C:10]([O:11][C:12]2[CH:17]=[CH:16][C:15]([CH2:18][C:19]([O:21]C)=[O:20])=[CH:14][C:13]=2[Cl:23])=[CH:9][CH:8]=[C:7]2[C:3]=1[CH2:4][C:5](=[O:24])[NH:6]2.[Cl:25][C:26]1[CH:31]=[C:30]([Cl:32])[CH:29]=[CH:28][C:27]=1[S:33](Cl)(=[O:35])=[O:34], predict the reaction product. The product is: [Cl:23][C:13]1[CH:14]=[C:15]([CH2:18][C:19]([OH:21])=[O:20])[CH:16]=[CH:17][C:12]=1[O:11][C:10]1[C:2]([NH:1][S:33]([C:27]2[CH:28]=[CH:29][C:30]([Cl:32])=[CH:31][C:26]=2[Cl:25])(=[O:35])=[O:34])=[C:3]2[C:7](=[CH:8][CH:9]=1)[NH:6][C:5](=[O:24])[CH2:4]2. (6) Given the reactants [OH:1][C:2]1[CH:7]=[CH:6][C:5]([N:8]([CH3:22])[S:9]([C:12]2[CH:17]=[CH:16][C:15]([C:18]([F:21])([F:20])[F:19])=[CH:14][CH:13]=2)(=[O:11])=[O:10])=[CH:4][CH:3]=1.[Br:23][CH2:24][CH2:25][CH2:26][CH2:27]Br.[H-].[Na+].[NH4+].[Cl-], predict the reaction product. The product is: [Br:23][CH2:24][CH2:25][CH2:26][CH2:27][O:1][C:2]1[CH:7]=[CH:6][C:5]([N:8]([CH3:22])[S:9]([C:12]2[CH:17]=[CH:16][C:15]([C:18]([F:21])([F:19])[F:20])=[CH:14][CH:13]=2)(=[O:11])=[O:10])=[CH:4][CH:3]=1. (7) Given the reactants [Cl:1][CH2:2][C@H:3]([C:5]1[CH:6]=[N:7][CH:8]=[CH:9][CH:10]=1)[OH:4].COC(C)(C)C, predict the reaction product. The product is: [ClH:1].[Cl:1][CH2:2][C@H:3]([C:5]1[CH:6]=[N:7][CH:8]=[CH:9][CH:10]=1)[OH:4]. (8) Given the reactants CC(OC([NH:8][C:9]1[C:14]([C:15]([O:17]C)=[O:16])=[C:13]([F:19])[C:12]([F:20])=[CH:11][CH:10]=1)=O)(C)C.FC(F)(F)C(O)=O.[OH-].[Li+].Cl, predict the reaction product. The product is: [NH2:8][C:9]1[C:14]([C:15]([OH:17])=[O:16])=[C:13]([F:19])[C:12]([F:20])=[CH:11][CH:10]=1.